This data is from Forward reaction prediction with 1.9M reactions from USPTO patents (1976-2016). The task is: Predict the product of the given reaction. (1) Given the reactants [CH3:1][C:2]1[O:6][N:5]=[CH:4][C:3]=1[C:7](=[O:9])[CH3:8].[Br-:10].[Br-].[Br-].C1([N+](C)(C)C)C=CC=CC=1.C1([N+](C)(C)C)C=CC=CC=1.C1([N+](C)(C)C)C=CC=CC=1, predict the reaction product. The product is: [Br:10][CH2:8][C:7]([C:3]1[CH:4]=[N:5][O:6][C:2]=1[CH3:1])=[O:9]. (2) Given the reactants Cl[C:2]1[N:7]=[CH:6][C:5]([S:8]([N:11]2[CH2:20][CH2:19][C:18]3[C@:13]([C:31]([C:33]4[S:34][CH:35]=[CH:36][N:37]=4)=[O:32])([CH2:14][C:15]4[CH:23]=[N:22][N:21]([C:24]5[CH:29]=[CH:28][C:27]([F:30])=[CH:26][CH:25]=5)[C:16]=4[CH:17]=3)[CH2:12]2)(=[O:10])=[O:9])=[CH:4][CH:3]=1.[NH:38]1[CH2:42][CH2:41][CH2:40][CH2:39]1, predict the reaction product. The product is: [F:30][C:27]1[CH:26]=[CH:25][C:24]([N:21]2[C:16]3[CH:17]=[C:18]4[C@:13]([C:31]([C:33]5[S:34][CH:35]=[CH:36][N:37]=5)=[O:32])([CH2:14][C:15]=3[CH:23]=[N:22]2)[CH2:12][N:11]([S:8]([C:5]2[CH:6]=[N:7][C:2]([N:38]3[CH2:42][CH2:41][CH2:40][CH2:39]3)=[CH:3][CH:4]=2)(=[O:10])=[O:9])[CH2:20][CH2:19]4)=[CH:29][CH:28]=1.